This data is from Forward reaction prediction with 1.9M reactions from USPTO patents (1976-2016). The task is: Predict the product of the given reaction. (1) The product is: [F:18][C:17]1[CH:16]=[C:5]([O:6][CH2:7][C:8]2[CH:13]=[N:12][C:11]([O:14][CH3:15])=[CH:10][CH:9]=2)[C:4]([O:19][CH3:20])=[CH:3][C:2]=1[C:22]#[N:23]. Given the reactants Br[C:2]1[C:17]([F:18])=[CH:16][C:5]([O:6][CH2:7][C:8]2[CH:9]=[CH:10][C:11]([O:14][CH3:15])=[N:12][CH:13]=2)=[C:4]([O:19][CH3:20])[CH:3]=1.[Cu][C:22]#[N:23], predict the reaction product. (2) Given the reactants [CH3:1][S:2]([C:5]1[S:9][C:8]([C:10](Cl)=[O:11])=[C:7]2[CH2:13][C:14]([CH3:19])([CH3:18])[CH2:15][C:16](=[O:17])[C:6]=12)(=[O:4])=[O:3].[O:20]([C:27]1[CH:36]=[CH:35][CH:34]=[CH:33][C:28]=1[C:29]([NH:31][NH2:32])=O)[C:21]1[CH:26]=[CH:25][CH:24]=[CH:23][CH:22]=1.CCN(C(C)C)C(C)C, predict the reaction product. The product is: [CH3:1][S:2]([C:5]1[S:9][C:8]([C:10]2[O:11][C:29]([C:28]3[CH:33]=[CH:34][CH:35]=[CH:36][C:27]=3[O:20][C:21]3[CH:26]=[CH:25][CH:24]=[CH:23][CH:22]=3)=[N:31][N:32]=2)=[C:7]2[CH2:13][C:14]([CH3:19])([CH3:18])[CH2:15][C:16](=[O:17])[C:6]=12)(=[O:4])=[O:3]. (3) Given the reactants Br[C:2]1[CH:3]=[C:4]([CH:26]=[CH:27][CH:28]=1)[CH2:5][N:6]1[C:10]([CH3:11])=[CH:9][C:8](/[C:12](/[F:25])=[CH:13]/[C:14]2[CH:19]=[CH:18][C:17]([O:20][C:21]([F:24])([F:23])[F:22])=[CH:16][CH:15]=2)=[N:7]1.[Si]([O:46][CH:47]1[CH2:52][CH2:51][NH:50][CH2:49][CH2:48]1)(C(C)(C)C)(C1C=CC=CC=1)C1C=CC=CC=1.C1(P(C2CCCCC2)C2C=CC=CC=2C2C(C(C)C)=CC(C(C)C)=CC=2C(C)C)CCCCC1.C(=O)([O-])[O-].[Cs+].[Cs+], predict the reaction product. The product is: [F:25]/[C:12](/[C:8]1[CH:9]=[C:10]([CH3:11])[N:6]([CH2:5][C:4]2[CH:3]=[C:2]([N:50]3[CH2:51][CH2:52][CH:47]([OH:46])[CH2:48][CH2:49]3)[CH:28]=[CH:27][CH:26]=2)[N:7]=1)=[CH:13]\[C:14]1[CH:19]=[CH:18][C:17]([O:20][C:21]([F:24])([F:23])[F:22])=[CH:16][CH:15]=1. (4) The product is: [Cl:1][C:2]1[CH:7]=[C:6]2[N:8]([C:46](=[O:49])[CH2:47][CH3:48])[C:9](=[O:45])[C:10]3([CH:15]([C:16]4[CH:21]=[C:20]([Cl:22])[CH:19]=[CH:18][C:17]=4[O:23][C:24]([CH2:34][CH3:35])([C:27]([NH:29][S:30]([CH3:33])(=[O:32])=[O:31])=[O:28])[CH2:25][CH3:26])[CH2:14][C:13](=[O:36])[NH:12][CH:11]3[C:37]3[CH:42]=[C:41]([F:43])[CH:40]=[CH:39][C:38]=3[CH3:44])[C:5]2=[CH:4][CH:3]=1. Given the reactants [Cl:1][C:2]1[CH:7]=[C:6]2[NH:8][C:9](=[O:45])[C:10]3([CH:15]([C:16]4[CH:21]=[C:20]([Cl:22])[CH:19]=[CH:18][C:17]=4[O:23][C:24]([CH2:34][CH3:35])([C:27]([NH:29][S:30]([CH3:33])(=[O:32])=[O:31])=[O:28])[CH2:25][CH3:26])[CH2:14][C:13](=[O:36])[NH:12][CH:11]3[C:37]3[CH:42]=[C:41]([F:43])[CH:40]=[CH:39][C:38]=3[CH3:44])[C:5]2=[CH:4][CH:3]=1.[C:46](O[C:46](=[O:49])[CH2:47][CH3:48])(=[O:49])[CH2:47][CH3:48], predict the reaction product. (5) Given the reactants [C:1]([C:5]1[CH:10]=[CH:9][C:8]([S:11](Cl)(=[O:13])=[O:12])=[CH:7][CH:6]=1)([CH3:4])([CH3:3])[CH3:2].[CH:15]1([C:18]2[CH:22]=[C:21]([NH2:23])[N:20]([C:24]3[CH:33]=[CH:32][CH:31]=[C:30]4[C:25]=3[CH:26]=[CH:27][CH:28]=[N:29]4)[N:19]=2)[CH2:17][CH2:16]1.ClCCl.[OH-].[Na+], predict the reaction product. The product is: [C:1]([C:5]1[CH:10]=[CH:9][C:8]([S:11]([NH:23][C:21]2[N:20]([C:24]3[CH:33]=[CH:32][CH:31]=[C:30]4[C:25]=3[CH:26]=[CH:27][CH:28]=[N:29]4)[N:19]=[C:18]([CH:15]3[CH2:17][CH2:16]3)[CH:22]=2)(=[O:13])=[O:12])=[CH:7][CH:6]=1)([CH3:4])([CH3:3])[CH3:2].